Dataset: Reaction yield outcomes from USPTO patents with 853,638 reactions. Task: Predict the reaction yield, written as a fraction of the theoretical maximum amount of product (1.0 means a 100% yield; for example, 0.34 means a 34% yield). The reactants are [Br:1][C:2]1[CH:11]=[C:10]2[C:5]([CH:6]=[CH:7][N:8]=[C:9]2[OH:12])=[CH:4][CH:3]=1.Br[CH2:14][C:15]1[CH:16]=[C:17]([CH:22]=[CH:23][CH:24]=1)[C:18]([O:20][CH3:21])=[O:19].C(=O)([O-])[O-].[Cs+].[Cs+]. The catalyst is CN(C)C=O. The product is [CH3:21][O:20][C:18](=[O:19])[C:17]1[CH:22]=[CH:23][CH:24]=[C:15]([CH2:14][N:8]2[CH:7]=[CH:6][C:5]3[C:10](=[CH:11][C:2]([Br:1])=[CH:3][CH:4]=3)[C:9]2=[O:12])[CH:16]=1. The yield is 0.819.